The task is: Predict the reaction yield, written as a fraction of the theoretical maximum amount of product (1.0 means a 100% yield; for example, 0.34 means a 34% yield).. This data is from Reaction yield outcomes from USPTO patents with 853,638 reactions. (1) The reactants are [NH2:1][C@@H:2]([CH2:33][C:34]1[CH:39]=[CH:38][CH:37]=[CH:36][CH:35]=1)[C@@H:3]([OH:32])[CH2:4][C@H:5]([NH:19][C:20]([C@@H:22]([NH:27][C:28](=[O:31])[O:29][CH3:30])[C:23]([CH3:26])([CH3:25])[CH3:24])=[O:21])[CH2:6][C:7]1[CH:12]=[CH:11][C:10]([C:13]2[CH:18]=[CH:17][CH:16]=[CH:15][N:14]=2)=[CH:9][CH:8]=1.[CH3:40][C:41]([CH3:62])([CH3:61])[C@H:42]([N:46]1[CH2:50][C:49](=[O:51])[N:48]([CH2:52][C:53]2[CH:58]=[CH:57][CH:56]=[C:55]([CH3:59])[N:54]=2)[C:47]1=[O:60])[C:43](O)=[O:44].CCOP(ON1N=NC2C=CC=CC=2C1=O)(OCC)=O.C(N(CC)C(C)C)(C)C. The catalyst is C1COCC1. The product is [CH3:40][C:41]([CH3:62])([CH3:61])[C@H:42]([N:46]1[CH2:50][C:49](=[O:51])[N:48]([CH2:52][C:53]2[CH:58]=[CH:57][CH:56]=[C:55]([CH3:59])[N:54]=2)[C:47]1=[O:60])[C:43]([NH:1][C@@H:2]([CH2:33][C:34]1[CH:35]=[CH:36][CH:37]=[CH:38][CH:39]=1)[C@@H:3]([OH:32])[CH2:4][C@H:5]([NH:19][C:20]([C@@H:22]([NH:27][C:28](=[O:31])[O:29][CH3:30])[C:23]([CH3:26])([CH3:25])[CH3:24])=[O:21])[CH2:6][C:7]1[CH:12]=[CH:11][C:10]([C:13]2[CH:18]=[CH:17][CH:16]=[CH:15][N:14]=2)=[CH:9][CH:8]=1)=[O:44]. The yield is 0.730. (2) The reactants are [F:1][C:2]1[CH:7]=[CH:6][C:5]([CH:8]2[CH2:17][CH2:16][C:11]3(OCC[O:12]3)[CH2:10][CH2:9]2)=[CH:4][CH:3]=1. The catalyst is C1(C)C=CC=CC=1.C1COCC1.OS(O)(=O)=O.O. The product is [F:1][C:2]1[CH:3]=[CH:4][C:5]([CH:8]2[CH2:9][CH2:10][C:11](=[O:12])[CH2:16][CH2:17]2)=[CH:6][CH:7]=1. The yield is 0.860. (3) The reactants are [CH:1](NC(C)C)(C)[CH3:2].C([Li])CCC.[CH3:13][CH:14]1[CH2:18][CH2:17][O:16][C:15]1=[O:19].C(Br)=C. The catalyst is O1CCCC1. The product is [CH3:13][C:14]1([CH:1]=[CH2:2])[CH2:18][CH2:17][O:16][C:15]1=[O:19]. The yield is 0.480. (4) The reactants are [CH2:1]([O:8][C:9]1[C:14]2[CH2:15][CH:16]=[CH:17][C:18]3[C:19](=[CH:20][C:21]4[CH:22]=[C:23]([CH2:28][OH:29])[N:24]([CH3:27])[C:25]=4[CH:26]=3)[C:13]=2[N:12]([CH2:30][C:31]2[CH:36]=[CH:35][C:34]([O:37][CH3:38])=[CH:33][C:32]=2[O:39][CH3:40])[C:11](=[O:41])[C:10]=1[C:42]([O:44][CH3:45])=[O:43])[C:2]1[CH:7]=[CH:6][CH:5]=[CH:4][CH:3]=1. The catalyst is C(Cl)Cl.O=[Mn]=O. The product is [CH2:1]([O:8][C:9]1[C:14]2[CH2:15][CH:16]=[CH:17][C:18]3[C:19](=[CH:20][C:21]4[CH:22]=[C:23]([CH:28]=[O:29])[N:24]([CH3:27])[C:25]=4[CH:26]=3)[C:13]=2[N:12]([CH2:30][C:31]2[CH:36]=[CH:35][C:34]([O:37][CH3:38])=[CH:33][C:32]=2[O:39][CH3:40])[C:11](=[O:41])[C:10]=1[C:42]([O:44][CH3:45])=[O:43])[C:2]1[CH:7]=[CH:6][CH:5]=[CH:4][CH:3]=1. The yield is 0.750.